This data is from Forward reaction prediction with 1.9M reactions from USPTO patents (1976-2016). The task is: Predict the product of the given reaction. (1) Given the reactants [Cl:1][C:2]1[C:7]([S:8](Cl)(=[O:10])=[O:9])=[CH:6][CH:5]=[CH:4][N:3]=1.[CH3:12][C:13]1[CH:14]=[C:15]([CH:17]=[C:18]([CH3:20])[CH:19]=1)[NH2:16], predict the reaction product. The product is: [Cl:1][C:2]1[C:7]([S:8]([NH:16][C:15]2[CH:17]=[C:18]([CH3:20])[CH:19]=[C:13]([CH3:12])[CH:14]=2)(=[O:10])=[O:9])=[CH:6][CH:5]=[CH:4][N:3]=1. (2) Given the reactants [C:1]([CH:4]([CH2:8][CH:9]=[C:10]([CH3:12])[CH3:11])[C:5]([OH:7])=[O:6])([CH3:3])=[CH2:2].C(=O)([O-])[O-].[K+].[K+].[C:19]1(C)C=CC=C[CH:20]=1.S(OCC)(OCC)(=O)=O, predict the reaction product. The product is: [C:1]([CH:4]([CH2:8][CH:9]=[C:10]([CH3:12])[CH3:11])[C:5]([O:7][CH2:19][CH3:20])=[O:6])([CH3:3])=[CH2:2].